From a dataset of Catalyst prediction with 721,799 reactions and 888 catalyst types from USPTO. Predict which catalyst facilitates the given reaction. (1) Reactant: Br[C:2]1[N:3]=[C:4]2[C:10]([C:11]3[NH:12][C:13]4[C:18]([CH:19]=3)=[CH:17][CH:16]=[C:15]([CH3:20])[CH:14]=4)=[CH:9][N:8]([C:21]([C:34]3[CH:39]=[CH:38][CH:37]=[CH:36][CH:35]=3)([C:28]3[CH:33]=[CH:32][CH:31]=[CH:30][CH:29]=3)[C:22]3[CH:27]=[CH:26][CH:25]=[CH:24][CH:23]=3)[C:5]2=[N:6][CH:7]=1.[C:40]([NH:44][C:45]1[CH:46]=[C:47](B(O)O)[CH:48]=[CH:49][CH:50]=1)(=[O:43])[CH:41]=[CH2:42].C(=O)([O-])[O-].[Cs+].[Cs+]. Product: [CH3:20][C:15]1[CH:14]=[C:13]2[C:18]([CH:19]=[C:11]([C:10]3[C:4]4[C:5](=[N:6][CH:7]=[C:2]([C:47]5[CH:46]=[C:45]([NH:44][C:40](=[O:43])[CH:41]=[CH2:42])[CH:50]=[CH:49][CH:48]=5)[N:3]=4)[N:8]([C:21]([C:34]4[CH:35]=[CH:36][CH:37]=[CH:38][CH:39]=4)([C:22]4[CH:27]=[CH:26][CH:25]=[CH:24][CH:23]=4)[C:28]4[CH:33]=[CH:32][CH:31]=[CH:30][CH:29]=4)[CH:9]=3)[NH:12]2)=[CH:17][CH:16]=1. The catalyst class is: 3. (2) Reactant: [NH2:1][CH2:2][C:3]1[CH:12]=[CH:11][C:10]2[C:5](=[CH:6][CH:7]=[C:8]([CH2:13][CH2:14][CH2:15][N:16]([CH2:20][CH2:21][CH3:22])[CH2:17][CH2:18][CH3:19])[CH:9]=2)[CH:4]=1.C(OC)(OC)OC.[NH:30]1[CH:34]=[CH:33][N:32]=[C:31]1[CH:35]=O.[BH4-].[Na+].[Cl-].[NH4+].C([BH3-])#N.[Na+].[CH3:45][N:46]1[CH:50]=[CH:49][N:48]=[C:47]1[CH:51]=O. Product: [NH:30]1[CH:34]=[CH:33][N:32]=[C:31]1[CH2:35][N:1]([CH2:2][C:3]1[CH:12]=[CH:11][C:10]2[C:5](=[CH:6][CH:7]=[C:8]([CH2:13][CH2:14][CH2:15][N:16]([CH2:20][CH2:21][CH3:22])[CH2:17][CH2:18][CH3:19])[CH:9]=2)[CH:4]=1)[CH2:51][C:47]1[N:46]([CH3:45])[CH:50]=[CH:49][N:48]=1. The catalyst class is: 130. (3) Reactant: [NH2:1][C:2]1[CH:7]=[C:6]([O:8][C:9]2[C:14]([F:15])=[CH:13][C:12]([NH:16][C:17]([C:19]3[C:20](=[O:35])[N:21]([C:28]4[CH:33]=[CH:32][C:31]([F:34])=[CH:30][CH:29]=4)[CH:22]=[CH:23][C:24]=3[O:25][CH2:26][CH3:27])=[O:18])=[C:11]([F:36])[CH:10]=2)[CH:5]=[CH:4][N:3]=1.Cl[C:38]([O:40][C:41]([CH3:43])=[CH2:42])=[O:39]. Product: [CH2:26]([O:25][C:24]1[CH:23]=[CH:22][N:21]([C:28]2[CH:29]=[CH:30][C:31]([F:34])=[CH:32][CH:33]=2)[C:20](=[O:35])[C:19]=1[C:17]([NH:16][C:12]1[C:11]([F:36])=[CH:10][C:9]([O:8][C:6]2[CH:5]=[CH:4][N:3]=[C:2]([NH:1][C:38](=[O:39])[O:40][C:41]([CH3:43])=[CH2:42])[CH:7]=2)=[C:14]([F:15])[CH:13]=1)=[O:18])[CH3:27]. The catalyst class is: 17.